This data is from NCI-60 drug combinations with 297,098 pairs across 59 cell lines. The task is: Regression. Given two drug SMILES strings and cell line genomic features, predict the synergy score measuring deviation from expected non-interaction effect. (1) Drug 2: CC1=C2C(C(=O)C3(C(CC4C(C3C(C(C2(C)C)(CC1OC(=O)C(C(C5=CC=CC=C5)NC(=O)C6=CC=CC=C6)O)O)OC(=O)C7=CC=CC=C7)(CO4)OC(=O)C)O)C)OC(=O)C. Synergy scores: CSS=17.0, Synergy_ZIP=4.50, Synergy_Bliss=7.98, Synergy_Loewe=-9.05, Synergy_HSA=-0.474. Cell line: TK-10. Drug 1: C1CN1P(=S)(N2CC2)N3CC3. (2) Drug 1: CN(C)C1=NC(=NC(=N1)N(C)C)N(C)C. Drug 2: CCC1=C2CN3C(=CC4=C(C3=O)COC(=O)C4(CC)O)C2=NC5=C1C=C(C=C5)O. Cell line: CAKI-1. Synergy scores: CSS=45.1, Synergy_ZIP=0.00774, Synergy_Bliss=-1.05, Synergy_Loewe=-72.2, Synergy_HSA=0.961. (3) Drug 1: CC1=C2C(C(=O)C3(C(CC4C(C3C(C(C2(C)C)(CC1OC(=O)C(C(C5=CC=CC=C5)NC(=O)C6=CC=CC=C6)O)O)OC(=O)C7=CC=CC=C7)(CO4)OC(=O)C)O)C)OC(=O)C. Drug 2: CC1CCC2CC(C(=CC=CC=CC(CC(C(=O)C(C(C(=CC(C(=O)CC(OC(=O)C3CCCCN3C(=O)C(=O)C1(O2)O)C(C)CC4CCC(C(C4)OC)OP(=O)(C)C)C)C)O)OC)C)C)C)OC. Cell line: HT29. Synergy scores: CSS=69.8, Synergy_ZIP=4.42, Synergy_Bliss=3.71, Synergy_Loewe=-0.307, Synergy_HSA=6.97. (4) Cell line: K-562. Synergy scores: CSS=1.25, Synergy_ZIP=-3.96, Synergy_Bliss=-3.91, Synergy_Loewe=-11.5, Synergy_HSA=-8.09. Drug 2: CC12CCC3C(C1CCC2OP(=O)(O)O)CCC4=C3C=CC(=C4)OC(=O)N(CCCl)CCCl.[Na+]. Drug 1: C1=CC(=CC=C1CC(C(=O)O)N)N(CCCl)CCCl.Cl. (5) Drug 1: C1C(C(OC1N2C=C(C(=O)NC2=O)F)CO)O. Drug 2: CC(C)CN1C=NC2=C1C3=CC=CC=C3N=C2N. Cell line: M14. Synergy scores: CSS=-0.746, Synergy_ZIP=-3.00, Synergy_Bliss=-1.95, Synergy_Loewe=-14.2, Synergy_HSA=-5.26. (6) Drug 2: B(C(CC(C)C)NC(=O)C(CC1=CC=CC=C1)NC(=O)C2=NC=CN=C2)(O)O. Synergy scores: CSS=51.3, Synergy_ZIP=1.19, Synergy_Bliss=-1.65, Synergy_Loewe=0.0353, Synergy_HSA=0.104. Cell line: LOX IMVI. Drug 1: C1=NC2=C(N1)C(=S)N=C(N2)N.